From a dataset of Full USPTO retrosynthesis dataset with 1.9M reactions from patents (1976-2016). Predict the reactants needed to synthesize the given product. (1) Given the product [C:19]([C:18]1[CH:17]=[CH:16][C:15]([N:14]2[C:10]([C:8]3[C:7]([CH3:23])=[C:6]([C:24]4[CH:29]=[CH:28][CH:27]=[C:26]([C:30]([F:32])([F:33])[F:31])[CH:25]=4)[C:5]4[N:4]([N:3]=[C:2]([NH:1][CH2:36][C:37]([N:39]([CH3:41])[CH3:40])=[O:38])[N:34]=4)[CH:9]=3)=[CH:11][CH:12]=[N:13]2)=[CH:22][CH:21]=1)#[N:20], predict the reactants needed to synthesize it. The reactants are: [NH2:1][C:2]1[N:34]=[C:5]2[C:6]([C:24]3[CH:29]=[CH:28][CH:27]=[C:26]([C:30]([F:33])([F:32])[F:31])[CH:25]=3)=[C:7]([CH3:23])[C:8]([C:10]3[N:14]([C:15]4[CH:22]=[CH:21][C:18]([C:19]#[N:20])=[CH:17][CH:16]=4)[N:13]=[CH:12][CH:11]=3)=[CH:9][N:4]2[N:3]=1.Cl[CH2:36][C:37]([N:39]([CH3:41])[CH3:40])=[O:38]. (2) Given the product [C:1]([O:4][CH:5]1[CH2:19][CH2:18][C:8]2[O:9][C:10]3[C:15]([Cl:16])=[CH:14][C:13]([S:26]([C:20]4[CH:25]=[CH:24][CH:23]=[CH:22][CH:21]=4)(=[O:28])=[O:27])=[CH:12][C:11]=3[C:7]=2[CH2:6]1)(=[O:3])[CH3:2], predict the reactants needed to synthesize it. The reactants are: [C:1]([O:4][CH:5]1[CH2:19][CH2:18][C:8]2[O:9][C:10]3[C:15]([Cl:16])=[CH:14][C:13](Br)=[CH:12][C:11]=3[C:7]=2[CH2:6]1)(=[O:3])[CH3:2].[C:20]1([S:26]([O-:28])=[O:27])[CH:25]=[CH:24][CH:23]=[CH:22][CH:21]=1.[Na+].C(=O)([O-])[O-].[Cs+].[Cs+].CC1(C)C2C(=C(P(C3C=CC=CC=3)C3C=CC=CC=3)C=CC=2)OC2C(P(C3C=CC=CC=3)C3C=CC=CC=3)=CC=CC1=2. (3) Given the product [OH:2][C:3]1[N:8]=[CH:7][C:6]([N:9]2[C:14](=[O:15])[CH2:13][C:12]([CH3:16])([CH3:17])[CH2:11][C:10]2=[O:18])=[CH:5][CH:4]=1, predict the reactants needed to synthesize it. The reactants are: C[O:2][C:3]1[N:8]=[CH:7][C:6]([N:9]2[C:14](=[O:15])[CH2:13][C:12]([CH3:17])([CH3:16])[CH2:11][C:10]2=[O:18])=[CH:5][CH:4]=1.